Dataset: Full USPTO retrosynthesis dataset with 1.9M reactions from patents (1976-2016). Task: Predict the reactants needed to synthesize the given product. (1) The reactants are: [C:1]12(COC3C(Br)=CN=C(NN)C=3)CC3CC(CC(C3)C1)C2.[Br:22][C:23]1[C:24]([CH2:31][O:32][C:33]2[CH:38]=[C:37]([Cl:39])[CH:36]=[C:35]([Cl:40])[CH:34]=2)=[CH:25][C:26]([NH:29][NH2:30])=[N:27][CH:28]=1. Given the product [Br:22][C:23]1[C:24]([CH2:31][O:32][C:33]2[CH:38]=[C:37]([Cl:39])[CH:36]=[C:35]([Cl:40])[CH:34]=2)=[CH:25][C:26]2[N:27]([CH:1]=[N:30][N:29]=2)[CH:28]=1, predict the reactants needed to synthesize it. (2) Given the product [NH2:15][C:10]1[C:9]([O:8][CH2:7][CH:4]2[CH2:5][CH2:6][N:1]([C:28]3[N:27]=[C:26]([Cl:31])[N:25]=[C:24]([C:22]([NH:21][C:16]45[CH2:19][CH:18]([CH2:20]4)[CH2:17]5)=[O:23])[CH:29]=3)[CH2:2][CH2:3]2)=[CH:14][N:13]=[CH:12][N:11]=1, predict the reactants needed to synthesize it. The reactants are: [NH:1]1[CH2:6][CH2:5][CH:4]([CH2:7][O:8][C:9]2[C:10]([NH2:15])=[N:11][CH:12]=[N:13][CH:14]=2)[CH2:3][CH2:2]1.[C:16]12([NH:21][C:22]([C:24]3[CH:29]=[C:28](Cl)[N:27]=[C:26]([Cl:31])[N:25]=3)=[O:23])[CH2:20][CH:18]([CH2:19]1)[CH2:17]2.CCN(CC)CC.C(Cl)Cl.CO. (3) Given the product [CH:10]([C:13]1[CH:18]=[CH:17][C:16]([C:19]2[CH:20]=[CH:21][C:22](/[C:25](/[CH3:32])=[CH:26]/[CH2:27][OH:28])=[CH:23][CH:24]=2)=[CH:15][CH:14]=1)([CH3:12])[CH3:11], predict the reactants needed to synthesize it. The reactants are: CC(C[AlH]CC(C)C)C.[CH:10]([C:13]1[CH:18]=[CH:17][C:16]([C:19]2[CH:24]=[CH:23][C:22](/[C:25](/[CH3:32])=[CH:26]/[C:27](OCC)=[O:28])=[CH:21][CH:20]=2)=[CH:15][CH:14]=1)([CH3:12])[CH3:11]. (4) Given the product [C:25]([C:19]1[CH:20]=[C:21]([CH3:24])[CH:22]=[CH:23][C:18]=1[O:17][C@H:15]([CH3:16])[CH2:14][CH2:13][O:12][C:9]1[CH:10]=[CH:11][C:6]([CH2:5][CH2:4][C:3]([OH:34])=[O:2])=[C:7]([CH3:33])[CH:8]=1)(=[O:32])[C:26]1[CH:27]=[CH:28][CH:29]=[CH:30][CH:31]=1, predict the reactants needed to synthesize it. The reactants are: C[O:2][C:3](=[O:34])[CH2:4][CH2:5][C:6]1[CH:11]=[CH:10][C:9]([O:12][CH2:13][CH2:14][C@H:15]([O:17][C:18]2[CH:23]=[CH:22][C:21]([CH3:24])=[CH:20][C:19]=2[C:25](=[O:32])[C:26]2[CH:31]=[CH:30][CH:29]=[CH:28][CH:27]=2)[CH3:16])=[CH:8][C:7]=1[CH3:33].[OH-].[Na+].Cl. (5) Given the product [CH:14]1([NH:13][C:12]2[CH:2]=[CH:3][C:4]([C:5]([O:7][CH2:8][CH3:9])=[O:6])=[CH:10][C:33]=2[N:31]([CH3:30])[CH3:32])[CH2:21][CH2:20][CH2:19][CH2:18][CH2:17][CH2:16][CH2:15]1, predict the reactants needed to synthesize it. The reactants are: N[C:2]1[CH:3]=[C:4]([CH:10]=C[C:12]=1[NH:13][CH:14]1[CH2:21][CH2:20][CH2:19][CH2:18][CH2:17][CH2:16][CH2:15]1)[C:5]([O:7][CH2:8][CH3:9])=[O:6].CI.C(=O)([O-])[O-].[K+].[K+].[CH3:30][N:31]([CH:33]=O)[CH3:32]. (6) Given the product [NH2:1][C:2]1[CH:3]=[C:4]([C:8]2[N:9]([CH3:23])[C:10]3[C:15]([C:16]=2[I:17])=[CH:14][C:13]([C:18]([OH:20])=[O:19])=[C:12]([OH:22])[CH:11]=3)[CH:5]=[CH:6][CH:7]=1, predict the reactants needed to synthesize it. The reactants are: [NH2:1][C:2]1[CH:3]=[C:4]([C:8]2[N:9]([CH3:23])[C:10]3[C:15]([C:16]=2[I:17])=[CH:14][C:13]([C:18]([O:20]C)=[O:19])=[C:12]([OH:22])[CH:11]=3)[CH:5]=[CH:6][CH:7]=1.[Li+].[OH-].Cl. (7) Given the product [CH:26]1([CH2:31][O:32][NH:33][C:4](=[O:24])[C:5]2[CH:23]=[CH:22][CH:21]=[CH:20][C:6]=2[NH:7][CH2:8][C:9]2[CH:14]=[CH:13][N:12]=[C:11]([NH:15][S:16]([CH3:19])(=[O:17])=[O:18])[CH:10]=2)[CH2:30][CH2:29][CH2:28][CH2:27]1, predict the reactants needed to synthesize it. The reactants are: O=C1[N:7]([CH2:8][C:9]2[CH:14]=[CH:13][N:12]=[C:11]([NH:15][S:16]([CH3:19])(=[O:18])=[O:17])[CH:10]=2)[C:6]2[CH:20]=[CH:21][CH:22]=[CH:23][C:5]=2[C:4](=[O:24])O1.Cl.[CH:26]1([CH2:31][O:32][NH2:33])[CH2:30][CH2:29][CH2:28][CH2:27]1. (8) Given the product [NH2:17][C:14]1[CH:15]=[CH:16][C:11]([C:10]2[C:4]3[CH:3]=[C:2]([Cl:1])[CH:27]=[CH:26][C:5]=3[CH2:6][CH:7]([CH3:25])[N:8]([C:21](=[O:24])[CH2:22][CH3:23])[N:9]=2)=[CH:12][C:13]=1[CH3:20], predict the reactants needed to synthesize it. The reactants are: [Cl:1][C:2]1[CH:27]=[CH:26][C:5]2[CH2:6][CH:7]([CH3:25])[N:8]([C:21](=[O:24])[CH2:22][CH3:23])[N:9]=[C:10]([C:11]3[CH:16]=[CH:15][C:14]([N+:17]([O-])=O)=[C:13]([CH3:20])[CH:12]=3)[C:4]=2[CH:3]=1.O.NN. (9) Given the product [ClH:24].[CH3:1][C:2]1[CH:3]=[C:4]2[C:12](=[CH:13][CH:14]=1)[NH:11][C:10]1[C@H:9]([NH:15][C@@H:16]([C:18]3[CH:19]=[CH:20][CH:21]=[CH:22][CH:23]=3)[CH3:17])[CH2:8][CH2:7][CH2:6][C:5]2=1, predict the reactants needed to synthesize it. The reactants are: [CH3:1][C:2]1[CH:3]=[C:4]2[C:12](=[CH:13][CH:14]=1)[NH:11][C:10]1[CH:9]([NH:15][C@@H:16]([C:18]3[CH:23]=[CH:22][CH:21]=[CH:20][CH:19]=3)[CH3:17])[CH2:8][CH2:7][CH2:6][C:5]2=1.[ClH:24]. (10) The reactants are: [OH:1][C:2]([C:4]([F:7])([F:6])[F:5])=[O:3].[NH2:8][C@@H:9]([CH3:29])[CH2:10][NH:11][C:12]1[CH:13]=[C:14]([NH:20][C:21]2[CH:26]=[C:25]([CH3:27])[CH:24]=[C:23]([CH3:28])[N:22]=2)[C:15]([C:18]#[N:19])=[N:16][CH:17]=1.OO.[OH-:32].[Na+]. Given the product [OH:3][C:2]([C:4]([F:7])([F:6])[F:5])=[O:1].[NH2:8][C@@H:9]([CH3:29])[CH2:10][NH:11][C:12]1[CH:13]=[C:14]([NH:20][C:21]2[CH:26]=[C:25]([CH3:27])[CH:24]=[C:23]([CH3:28])[N:22]=2)[C:15]([C:18]([NH2:19])=[O:32])=[N:16][CH:17]=1, predict the reactants needed to synthesize it.